Dataset: Drug-target binding data from BindingDB using Ki measurements. Task: Regression. Given a target protein amino acid sequence and a drug SMILES string, predict the binding affinity score between them. We predict pKi (pKi = -log10(Ki in M); higher means stronger inhibition). Dataset: bindingdb_ki. (1) The small molecule is Cc1o[nH]c(=O)c1C[C@H](N)C(=O)O. The target protein (P42260) has sequence MKIISPVLSNLVFSRSIKVLLCLLWIGYSQGTTHVLRFGGIFEYVESGPMGAEELAFRFAVNTINRNRTLLPNTTLTYDTQKINLYDSFEASKKACDQLSLGVAAIFGPSHSSSANAVQSICNALGVPHIQTRWKHQVSDNKDSFYVSLYPDFSSLSRAILDLVQFFKWKTVTVVYDDSTGLIRLQELIKAPSRYNLRLKIRQLPADTKDAKPLLKEMKRGKEFHVIFDCSHEMAAGILKQALAMGMMTEYYHYIFTTLDLFALDVEPYRYSGVNMTGFRILNTENTQVSSIIEKWSMERLQAPPKPDSGLLDGFMTTDAALMYDAVHVVSVAVQQFPQMTVSSLQCNRHKPWRFGTRFMSLIKEAHWEGLTGRITFNKTNGLRTDFDLDVISLKEEGLEKIGTWDPASGLNMTESQKGKPANITDSLSNRSLIVTTILEEPYVLFKKSDKPLYGNDRFEGYCIDLLRELSTILGFTYEIRLVEDGKYGAQDDVNGQWNG.... The pKi is 3.0. (2) The drug is CC[C@H](C)[C@H](NC(=O)[C@H](CO)NC(=O)[C@H](CC(N)=O)NC(=O)[C@H](CC(C)C)NC(=O)[C@H](Cc1ccc(O)cc1)NC(=O)[C@H](CCCCN)NC(=O)[C@H](CCCCN)NC(=O)[C@@H](NC(=O)[C@H](C)NC(=O)[C@H](CCSC)NC(=O)[C@H](CCC(N)=O)NC(=O)[C@H](CCCCN)NC(=O)[C@H](CCCN=C(N)N)NC(=O)[C@H](CC(C)C)NC(=O)[C@H](CCCN=C(N)N)NC(=O)C(NC(=O)[C@H](Cc1ccc(O)cc1)NC(=O)[C@H](CC(N)=O)NC(=O)[C@H](CC(=O)O)NC(=O)[C@@H](NC(=O)[C@H](Cc1ccccc1)NC(=O)[C@@H](NC(=O)[C@H](C)NC(=O)[C@H](CC(=O)O)NC(=O)[C@H](CO)NC(=O)[C@@H](N)Cc1cnc[nH]1)C(C)C)[C@@H](C)O)[C@@H](C)O)C(C)C)C(=O)N[C@@H](CC(C)C)C(=O)N[C@H](CC(N)=O)C(N)=O. The target protein (P01282) has sequence MDTRNKAQLLVLLTLLSVLFSQTSAWPLYRAPSALRLGDRIPFEGANEPDQVSLKEDIDMLQNALAENDTPYYDVSRNARHADGVFTSDFSKLLGQLSAKKYLESLMGKRVSSNISEDPVPVKRHSDAVFTDNYTRLRKQMAVKKYLNSILNGKRSSEGESPDFPEELEK. The pKi is 7.9.